Task: Predict the reaction yield, written as a fraction of the theoretical maximum amount of product (1.0 means a 100% yield; for example, 0.34 means a 34% yield).. Dataset: Reaction yield outcomes from USPTO patents with 853,638 reactions The reactants are Br[C:2]1[CH:15]=[CH:14][C:13]2[C:4](=[C:5]([C:22]3C=CC=[CH:24][CH:23]=3)[C:6]3[C:11]([C:12]=2[C:16]2[CH:21]=[CH:20][CH:19]=[CH:18][CH:17]=2)=[CH:10][CH:9]=[CH:8][CH:7]=3)[CH:3]=1.[CH:28]1[C:40]2[N:39]([C:41]3[CH:46]=[CH:45][C:44](B(O)O)=[CH:43][CH:42]=3)[C:38]3[C:33](=[CH:34][CH:35]=[CH:36][CH:37]=3)[C:32]=2[CH:31]=[CH:30][CH:29]=1.[C:50]1(C)[CH:55]=CC=C[C:51]=1P(C1C=CC=CC=1C)C1C=CC=CC=1C.C(=O)([O-])[O-].[K+].[K+]. The catalyst is C([O-])(=O)C.[Pd+].C1(C)C=CC=CC=1.C(O)C. The product is [C:16]1([C:12]2[C:11]3[C:6]([C:5]([C:22]4[CH:23]=[CH:24][CH:55]=[CH:50][CH:51]=4)=[C:4]4[C:13]=2[CH:14]=[C:15]([C:30]2[CH:31]=[CH:32][C:40]([N:39]5[C:38]6[CH:37]=[CH:36][CH:35]=[CH:34][C:33]=6[C:42]6[C:41]5=[CH:46][CH:45]=[CH:44][CH:43]=6)=[CH:28][CH:29]=2)[CH:2]=[CH:3]4)=[CH:7][CH:8]=[CH:9][CH:10]=3)[CH:21]=[CH:20][CH:19]=[CH:18][CH:17]=1. The yield is 0.540.